This data is from Full USPTO retrosynthesis dataset with 1.9M reactions from patents (1976-2016). The task is: Predict the reactants needed to synthesize the given product. Given the product [Cl:16][C:13]1[CH:14]=[CH:15][C:6]([O:5][CH2:4][C:3]([OH:32])=[O:2])=[C:7]2[C:12]=1[N:11]=[C:10]([CH2:17][CH3:18])[C:9]([CH2:19][C:20]1[CH:21]=[CH:22][C:23]([C:26]#[N:27])=[CH:24][CH:25]=1)=[C:8]2[O:28][CH:29]([F:31])[F:30], predict the reactants needed to synthesize it. The reactants are: C[O:2][C:3](=[O:32])[CH2:4][O:5][C:6]1[CH:15]=[CH:14][C:13]([Cl:16])=[C:12]2[C:7]=1[C:8]([O:28][CH:29]([F:31])[F:30])=[C:9]([CH2:19][C:20]1[CH:25]=[CH:24][C:23]([C:26]#[N:27])=[CH:22][CH:21]=1)[C:10]([CH2:17][CH3:18])=[N:11]2.[OH-].[Li+].